This data is from Catalyst prediction with 721,799 reactions and 888 catalyst types from USPTO. The task is: Predict which catalyst facilitates the given reaction. (1) Reactant: [N+:1]([C:4]1[CH:5]=[C:6]([CH:11]=[C:12]([C:14]#[C:15][Si](C)(C)C)[CH:13]=1)[C:7]([O:9][CH3:10])=[O:8])([O-:3])=[O:2].CO.C(=O)([O-])[O-].[K+].[K+]. Product: [C:14]([C:12]1[CH:11]=[C:6]([CH:5]=[C:4]([N+:1]([O-:3])=[O:2])[CH:13]=1)[C:7]([O:9][CH3:10])=[O:8])#[CH:15]. The catalyst class is: 1. (2) Reactant: [Cl:1][CH2:2][C:3](Cl)=[O:4].[Cl:6][C:7]1[C:8]([NH2:30])=[C:9]2[C:14](=[CH:15][CH:16]=1)[N:13]=[C:12]([C:17]1[CH:21]=[CH:20][N:19]([CH2:22][O:23][CH2:24][CH2:25][Si:26]([CH3:29])([CH3:28])[CH3:27])[N:18]=1)[CH:11]=[CH:10]2.C(=O)([O-])[O-].[K+].[K+]. Product: [Cl:1][CH2:2][C:3]([NH:30][C:8]1[C:7]([Cl:6])=[CH:16][CH:15]=[C:14]2[C:9]=1[CH:10]=[CH:11][C:12]([C:17]1[CH:21]=[CH:20][N:19]([CH2:22][O:23][CH2:24][CH2:25][Si:26]([CH3:29])([CH3:28])[CH3:27])[N:18]=1)=[N:13]2)=[O:4]. The catalyst class is: 21.